This data is from Reaction yield outcomes from USPTO patents with 853,638 reactions. The task is: Predict the reaction yield, written as a fraction of the theoretical maximum amount of product (1.0 means a 100% yield; for example, 0.34 means a 34% yield). The reactants are Br[C:2]1[CH:7]=[CH:6][C:5]([NH:8][C:9]2[S:10][C:11]3[CH:17]=[CH:16][CH:15]=[CH:14][C:12]=3[N:13]=2)=[CH:4][CH:3]=1.C([Li])CCC.[CH2:23]([CH:25]([CH2:28][CH3:29])[CH:26]=[O:27])[CH3:24].[NH4+].[Cl-]. The catalyst is C1COCC1. The product is [S:10]1[C:11]2[CH:17]=[CH:16][CH:15]=[CH:14][C:12]=2[N:13]=[C:9]1[NH:8][C:5]1[CH:6]=[CH:7][C:2]([CH:26]([CH:25]([CH2:28][CH3:29])[CH2:23][CH3:24])[OH:27])=[CH:3][CH:4]=1. The yield is 0.680.